Predict the reaction yield, written as a fraction of the theoretical maximum amount of product (1.0 means a 100% yield; for example, 0.34 means a 34% yield). From a dataset of Reaction yield outcomes from USPTO patents with 853,638 reactions. (1) The reactants are [Br:1][C:2]1[C:11]2[C:6](=[CH:7][CH:8]=[CH:9][CH:10]=2)[CH:5]=[C:4]([NH2:12])[N:3]=1.CCN(CC)CC.[F:20][C:21]1([F:36])[O:25][C:24]2[CH:26]=[CH:27][C:28]([C:30]3([C:33](Cl)=[O:34])[CH2:32][CH2:31]3)=[CH:29][C:23]=2[O:22]1. The catalyst is ClCCl. The product is [Br:1][C:2]1[C:11]2[C:6](=[CH:7][CH:8]=[CH:9][CH:10]=2)[CH:5]=[C:4]([NH:12][C:33]([C:30]2([C:28]3[CH:27]=[CH:26][C:24]4[O:25][C:21]([F:36])([F:20])[O:22][C:23]=4[CH:29]=3)[CH2:32][CH2:31]2)=[O:34])[N:3]=1. The yield is 0.700. (2) The reactants are [CH2:1]([O:8][C:9]([N:11]([CH3:23])[CH2:12][CH2:13][C:14]1[CH:19]=[CH:18][C:17](B(O)O)=[CH:16][CH:15]=1)=[O:10])[C:2]1[CH:7]=[CH:6][CH:5]=[CH:4][CH:3]=1.[NH2:24][C:25]1[CH:26]=[C:27]([CH:31]=[CH:32][CH:33]=1)[C:28]([NH2:30])=[O:29].O.[C:35]([OH:39])(=[O:38])[CH:36]=O. No catalyst specified. The product is [CH2:1]([O:8][C:9]([N:11]([CH3:23])[CH2:12][CH2:13][C:14]1[CH:19]=[CH:18][C:17]([CH:36]([NH:24][C:25]2[CH:33]=[CH:32][CH:31]=[C:27]([C:28](=[O:29])[NH2:30])[CH:26]=2)[C:35]([OH:39])=[O:38])=[CH:16][CH:15]=1)=[O:10])[C:2]1[CH:7]=[CH:6][CH:5]=[CH:4][CH:3]=1. The yield is 0.760. (3) The reactants are [CH2:1]([NH:8][C:9]1[CH:14]=[CH:13][C:12]([CH2:15][C:16]#[N:17])=[CH:11][CH:10]=1)[C:2]1[CH:7]=[CH:6][CH:5]=[CH:4][CH:3]=1.C=O.[C-:20]#[N:21].[Na+].Cl.[CH3:24]O. The catalyst is O. The product is [C:20]([CH2:24][N:8]([CH2:1][C:2]1[CH:3]=[CH:4][CH:5]=[CH:6][CH:7]=1)[C:9]1[CH:10]=[CH:11][C:12]([CH2:15][C:16]#[N:17])=[CH:13][CH:14]=1)#[N:21]. The yield is 0.960. (4) The reactants are [CH3:1][C:2]1[CH:3]=[CH:4][C:5]([NH:11][C:12]([S:14][CH3:15])=[S:13])=[C:6]([CH:10]=1)[C:7](O)=[O:8]. The catalyst is C(OC(=O)C)(=O)C. The product is [CH3:1][C:2]1[CH:3]=[CH:4][C:5]2[N:11]=[C:12]([S:14][CH3:15])[S:13][C:7](=[O:8])[C:6]=2[CH:10]=1. The yield is 0.830. (5) The reactants are [C:1]([O:5][C:6](=[O:29])[C:7]([O:10]/[N:11]=[C:12](/[C:16]1[N:17]=[C:18]([NH:21][C:22]([O:24][C:25]([CH3:28])([CH3:27])[CH3:26])=[O:23])[S:19][CH:20]=1)\[C:13](O)=[O:14])([CH3:9])[CH3:8])([CH3:4])([CH3:3])[CH3:2].CCN(C(C)C)C(C)C.CN(C(ON1N=NC2C=CC=NC1=2)=[N+](C)C)C.F[P-](F)(F)(F)(F)F.[C:63]([O:67][C:68](=[O:83])[NH:69][CH2:70][C:71]1[N:75]=[CH:74][N:73]([CH2:76][C@@H:77]2[C@H:80]([NH2:81])[C:79](=[O:82])[NH:78]2)[N:72]=1)([CH3:66])([CH3:65])[CH3:64]. The catalyst is C(Cl)Cl.CN(C=O)C.O.CCOC(C)=O. The yield is 0.630. The product is [C:63]([O:67][C:68]([NH:69][CH2:70][C:71]1[N:75]=[CH:74][N:73]([CH2:76][C@@H:77]2[C@H:80]([NH:81][C:13](=[O:14])/[C:12](=[N:11]\[O:10][C:7]([CH3:9])([CH3:8])[C:6]([O:5][C:1]([CH3:4])([CH3:3])[CH3:2])=[O:29])/[C:16]3[N:17]=[C:18]([NH:21][C:22]([O:24][C:25]([CH3:28])([CH3:27])[CH3:26])=[O:23])[S:19][CH:20]=3)[C:79](=[O:82])[NH:78]2)[N:72]=1)=[O:83])([CH3:66])([CH3:64])[CH3:65]. (6) The reactants are [F:1][C:2]([F:15])([F:14])[CH:3]1[O:8][CH2:7][CH:6]([C:9]([O:11]CC)=[O:10])[CH2:5][CH2:4]1.[OH-].[Na+]. The catalyst is C1COCC1.CCO. The product is [F:14][C:2]([F:1])([F:15])[CH:3]1[O:8][CH2:7][CH:6]([C:9]([OH:11])=[O:10])[CH2:5][CH2:4]1. The yield is 0.980. (7) The reactants are [ClH:1].[C:2]([C:4]1[CH:9]=[CH:8][C:7]([N:10]2[CH2:15][C@@H:14]3[CH2:16][C@H:11]2[C@@H:12]([NH:17][C@@H:18]2[CH2:23][CH2:22][CH2:21][CH2:20][C@H:19]2[NH:24]C(=O)OC(C)(C)C)[CH2:13]3)=[CH:6][CH:5]=1)#[N:3].CO. The catalyst is O1CCOCC1. The product is [ClH:1].[ClH:1].[NH2:24][C@@H:19]1[CH2:20][CH2:21][CH2:22][CH2:23][C@H:18]1[NH:17][C@@H:12]1[C@H:11]2[CH2:16][C@H:14]([CH2:15][N:10]2[C:7]2[CH:8]=[CH:9][C:4]([C:2]#[N:3])=[CH:5][CH:6]=2)[CH2:13]1. The yield is 1.00. (8) The product is [CH2:17]([O:19][C:20](=[O:25])[C:21]([N:22]=[N+:23]=[N-:24])=[CH:13][C:12]1[CH:15]=[CH:16][C:9]([O:8][CH2:1][C:2]2[CH:7]=[CH:6][CH:5]=[CH:4][CH:3]=2)=[CH:10][CH:11]=1)[CH3:18]. The catalyst is CCO. The reactants are [CH2:1]([O:8][C:9]1[CH:16]=[CH:15][C:12]([CH:13]=O)=[CH:11][CH:10]=1)[C:2]1[CH:7]=[CH:6][CH:5]=[CH:4][CH:3]=1.[CH2:17]([O:19][C:20](=[O:25])[CH2:21][N:22]=[N+:23]=[N-:24])[CH3:18].CC[O-].[Na+].[NH4+].[Cl-]. The yield is 0.700. (9) The reactants are C1(C)C=CC(S(O)(=O)=O)=CC=1.[CH:12]1([C:15]2[C:19]([O:20][C:21]3[CH:28]=[C:27]([CH3:29])[C:24]([C:25]#[N:26])=[C:23]([CH3:30])[CH:22]=3)=[CH:18][NH:17][N:16]=2)[CH2:14][CH2:13]1.[O:31]1[CH:36]=[CH:35][CH2:34][CH2:33][CH2:32]1. The catalyst is O1CCCC1. The product is [CH:12]1([C:15]2[C:19]([O:20][C:21]3[CH:28]=[C:27]([CH3:29])[C:24]([C:25]#[N:26])=[C:23]([CH3:30])[CH:22]=3)=[CH:18][N:17]([CH:32]3[CH2:33][CH2:34][CH2:35][CH2:36][O:31]3)[N:16]=2)[CH2:13][CH2:14]1. The yield is 1.00. (10) The reactants are C(OC([N:8]1[CH2:13][CH2:12][N:11]([CH2:14][C:15]#[CH:16])[CH2:10][CH2:9]1)=O)(C)(C)C.C(O)(C(F)(F)F)=O. No catalyst specified. The product is [CH2:14]([N:11]1[CH2:12][CH2:13][NH:8][CH2:9][CH2:10]1)[C:15]#[CH:16]. The yield is 1.00.